Dataset: Catalyst prediction with 721,799 reactions and 888 catalyst types from USPTO. Task: Predict which catalyst facilitates the given reaction. (1) Reactant: C(N(CC)CC)C.[CH:8]([C:10]1[C:18]2[C:13](=[CH:14][CH:15]=[CH:16][CH:17]=2)[N:12](C(OC(C)(C)C)=O)[CH:11]=1)=[O:9].[CH3:26][O:27][C:28]1[CH:29]=[C:30]([CH:45]=[CH:46][CH:47]=1)[N:31]=[CH:32][C:33]1[CH:38]=[CH:37][C:36]([C:39]2[CH:40]=[N:41][CH:42]=[N:43][CH:44]=2)=[CH:35][CH:34]=1. Product: [NH:12]1[C:13]2[C:18](=[CH:17][CH:16]=[CH:15][CH:14]=2)[C:10]([C:8](=[O:9])[CH:32]([NH:31][C:30]2[CH:45]=[CH:46][CH:47]=[C:28]([O:27][CH3:26])[CH:29]=2)[C:33]2[CH:34]=[CH:35][C:36]([C:39]3[CH:40]=[N:41][CH:42]=[N:43][CH:44]=3)=[CH:37][CH:38]=2)=[CH:11]1. The catalyst class is: 433. (2) Reactant: C[O:2][C:3](=[O:18])[CH:4]=[CH:5][C:6]1[CH:11]=[CH:10][C:9]([C:12]2[CH:17]=[CH:16][CH:15]=[CH:14][CH:13]=2)=[CH:8][CH:7]=1.[OH-].[K+]. Product: [C:9]1([C:12]2[CH:13]=[CH:14][CH:15]=[CH:16][CH:17]=2)[CH:10]=[CH:11][C:6]([CH:5]=[CH:4][C:3]([OH:18])=[O:2])=[CH:7][CH:8]=1. The catalyst class is: 36. (3) The catalyst class is: 9. Product: [OH:37][CH:38]1[CH2:43][CH2:42][CH2:41][N:40]([CH2:2][CH2:3][O:4][C:5]2[CH:14]=[C:13]3[C:8]([C:9]([O:15][C:16]4[C:17]([C:26](=[O:28])[CH3:27])=[N:18][C:19]5[C:24]([CH:25]=4)=[CH:23][CH:22]=[CH:21][CH:20]=5)=[CH:10][CH:11]=[N:12]3)=[CH:7][C:6]=2[O:29][CH3:30])[CH2:39]1. Reactant: Cl[CH2:2][CH2:3][O:4][C:5]1[CH:14]=[C:13]2[C:8]([C:9]([O:15][C:16]3[C:17]([C:26](=[O:28])[CH3:27])=[N:18][C:19]4[C:24]([CH:25]=3)=[CH:23][CH:22]=[CH:21][CH:20]=4)=[CH:10][CH:11]=[N:12]2)=[CH:7][C:6]=1[O:29][CH3:30].C(=O)([O-])[O-].[K+].[K+].[OH:37][CH:38]1[CH2:43][CH2:42][CH2:41][NH:40][CH2:39]1.O. (4) Reactant: Br[C:2]1[C:11](=[O:12])[NH:10][C:9]2[N:8]=[C:7]([S:13][CH2:14][C:15]3[CH:20]=[CH:19][CH:18]=[C:17]([F:21])[C:16]=3[F:22])[N:6]=[C:5]([NH:23][C@H:24]([CH3:27])[CH2:25][OH:26])[C:4]=2[N:3]=1.[CH2:28]([NH2:35])[C:29]1[CH:34]=[CH:33][CH:32]=[CH:31][CH:30]=1.C(N(CC)C(C)C)(C)C. Product: [F:22][C:16]1[C:17]([F:21])=[CH:18][CH:19]=[CH:20][C:15]=1[CH2:14][S:13][C:7]1[N:6]=[C:5]([NH:23][C@H:24]([CH3:27])[CH2:25][OH:26])[C:4]2[N:3]=[C:2]([NH:35][CH2:28][C:29]3[CH:34]=[CH:33][CH:32]=[CH:31][CH:30]=3)[C:11](=[O:12])[NH:10][C:9]=2[N:8]=1. The catalyst class is: 435. (5) Reactant: Cl.CN1CCN(CC2C=CC(C([NH:16][C:17]3[CH:22]=[CH:21][C:20]([CH3:23])=[C:19]([NH:24][C:25]4[CH:30]=[C:29]([C:31]5[CH:32]=N[CH:34]=[N:35][CH:36]=5)[CH:28]=[CH:27][N:26]=4)[CH:18]=3)=O)=CC=2C(F)(F)F)CC1.[CH:43](N(C(C)C)CC)(C)C.Cl.Cl.[CH2:54]([N:56]1[CH2:61][CH2:60][N:59]([CH2:62][C:63]2[CH:71]=[CH:70][C:66]([C:67](Cl)=[O:68])=[CH:65][C:64]=2[C:72]([F:75])([F:74])[F:73])[CH2:58][CH2:57]1)[CH3:55].O. Product: [CH2:54]([N:56]1[CH2:61][CH2:60][N:59]([CH2:62][C:63]2[CH:71]=[CH:70][C:66]([C:67]([NH:16][C:17]3[CH:22]=[CH:21][C:20]([CH3:23])=[C:19]([NH:24][C:25]4[CH:30]=[C:29]([C:31]5[CH:36]=[N:35][CH:34]=[CH:43][CH:32]=5)[CH:28]=[CH:27][N:26]=4)[CH:18]=3)=[O:68])=[CH:65][C:64]=2[C:72]([F:75])([F:74])[F:73])[CH2:58][CH2:57]1)[CH3:55]. The catalyst class is: 599.